From a dataset of Forward reaction prediction with 1.9M reactions from USPTO patents (1976-2016). Predict the product of the given reaction. (1) Given the reactants [CH2:1]([O:3][C:4]1[CH:11]=[CH:10][C:9]([N+:12]([O-:14])=[O:13])=[CH:8][C:5]=1[CH:6]=O)[CH3:2].[CH3:15][O:16][C:17]1[CH:18]=[C:19]([CH:23]=[CH:24][C:25]=1[O:26][CH3:27])[CH2:20][C:21]#[N:22], predict the reaction product. The product is: [CH3:15][O:16][C:17]1[CH:18]=[C:19](/[C:20](=[CH:6]/[C:5]2[CH:8]=[C:9]([N+:12]([O-:14])=[O:13])[CH:10]=[CH:11][C:4]=2[O:3][CH2:1][CH3:2])/[C:21]#[N:22])[CH:23]=[CH:24][C:25]=1[O:26][CH3:27]. (2) Given the reactants [CH:1]1[C:11]2[C:10]3[CH:12]=[CH:13][CH:14]=[CH:15][C:9]=3[CH2:8][C:7](=[O:16])[NH:6][C:5]=2[CH:4]=[CH:3][CH:2]=1.CCN(CC)CC.[Si]([I:28])(C)(C)C.II, predict the reaction product. The product is: [I:28][N:6]1[C:7](=[O:16])[CH2:8][C:9]2[CH:15]=[CH:14][CH:13]=[CH:12][C:10]=2[C:11]2[CH:1]=[CH:2][CH:3]=[CH:4][C:5]1=2. (3) Given the reactants [F:1][C:2]([F:23])([F:22])[C:3]1[CH:4]=[C:5]([CH:20]=[O:21])[C:6]2[N:10]=[N:9][N:8]([CH2:11][O:12][CH2:13][CH2:14][Si:15]([CH3:18])([CH3:17])[CH3:16])[C:7]=2[CH:19]=1.[BH4-].[Na+], predict the reaction product. The product is: [F:23][C:2]([F:1])([F:22])[C:3]1[CH:4]=[C:5]([CH2:20][OH:21])[C:6]2[N:10]=[N:9][N:8]([CH2:11][O:12][CH2:13][CH2:14][Si:15]([CH3:17])([CH3:18])[CH3:16])[C:7]=2[CH:19]=1. (4) The product is: [NH2:25][C:10]1[N:9]=[CH:8][N:7]=[C:6]2[C:11]=1[N:12]=[C:13]([S:14][C:15]1[C:23]([Br:24])=[CH:22][C:18]3[O:19][CH2:20][O:21][C:17]=3[CH:16]=1)[N:5]2[CH2:4][CH2:3][CH:2]([NH:1][C:46](=[O:47])[CH2:45][OH:49])[CH:26]1[CH2:28][CH2:27]1. Given the reactants [NH2:1][CH:2]([CH:26]1[CH2:28][CH2:27]1)[CH2:3][CH2:4][N:5]1[C:13]([S:14][C:15]2[C:23]([Br:24])=[CH:22][C:18]3[O:19][CH2:20][O:21][C:17]=3[CH:16]=2)=[N:12][C:11]2[C:6]1=[N:7][CH:8]=[N:9][C:10]=2[NH2:25].NC(C1CC1)CCN1C2C(N=C(SC3C(Br)=C[C:46]4[O:47]C[O:49][C:45]=4C=3)N=2)=C(N)N=C1.ClC(COC(=O)C)=O.C(N(CC)CC)C, predict the reaction product.